From a dataset of Full USPTO retrosynthesis dataset with 1.9M reactions from patents (1976-2016). Predict the reactants needed to synthesize the given product. Given the product [Br:1][C:2]1[CH:7]=[CH:6][C:5]([CH2:8][CH2:9][CH2:10][CH2:11][C:12]([OH:14])=[O:13])=[CH:4][C:3]=1[F:15], predict the reactants needed to synthesize it. The reactants are: [Br:1][C:2]1[CH:7]=[CH:6][C:5](/[CH:8]=[CH:9]/[CH2:10][CH2:11][C:12]([OH:14])=[O:13])=[CH:4][C:3]=1[F:15].